Dataset: Catalyst prediction with 721,799 reactions and 888 catalyst types from USPTO. Task: Predict which catalyst facilitates the given reaction. (1) Reactant: [CH2:1]([O:3][C:4]([C:6]1[NH:7][C:8]([CH3:11])=[CH:9][CH:10]=1)=[O:5])[CH3:2].[F:12][C:13]([F:25])([F:24])[C:14]1[CH:19]=[CH:18][C:17]([CH2:20][C:21](Cl)=[O:22])=[CH:16][CH:15]=1. Product: [CH2:1]([O:3][C:4]([C:6]1[NH:7][C:8]([CH3:11])=[C:9]([C:21](=[O:22])[CH2:20][C:17]2[CH:16]=[CH:15][C:14]([C:13]([F:24])([F:12])[F:25])=[CH:19][CH:18]=2)[CH:10]=1)=[O:5])[CH3:2]. The catalyst class is: 26. (2) Reactant: [F:1][C:2]1[CH:9]=[C:8]([F:10])[CH:7]=[C:6]([F:11])[C:3]=1[C:4]#[N:5].[NH2:12][OH:13]. Product: [OH:13][NH:12][C:4](=[NH:5])[C:3]1[C:6]([F:11])=[CH:7][C:8]([F:10])=[CH:9][C:2]=1[F:1]. The catalyst class is: 14. (3) Reactant: [CH3:1][O:2][C:3](=[O:16])[C:4]1[CH:9]=[C:8](I)[C:7]([C:11]([F:14])([F:13])[F:12])=[CH:6][C:5]=1[NH2:15].C([Sn](CCCC)(CCCC)[C:22]1[CH:27]=[N:26][CH:25]=[CH:24][N:23]=1)CCC.[Li+].[Cl-].C(C1C(C)=CC=C(O)C=1C(C)(C)C)(C)(C)C. Product: [CH3:1][O:2][C:3](=[O:16])[C:4]1[CH:9]=[C:8]([C:22]2[CH:27]=[N:26][CH:25]=[CH:24][N:23]=2)[C:7]([C:11]([F:14])([F:13])[F:12])=[CH:6][C:5]=1[NH2:15]. The catalyst class is: 77. (4) Reactant: [CH3:1][O:2][C:3]1[C:8]2=[CH:9][CH:10]=[C:11]3[C:20]([N:19]=[C:18]4[C:13]([CH:14]=[CH:15][CH:16]=[C:17]4[C:21]([OH:23])=O)=[N:12]3)=[C:7]2[CH:6]=[CH:5][CH:4]=1.[C:24](N1C=CN=C1)([N:26]1[CH:30]=[CH:29][N:28]=[CH:27]1)=O.CN(C)CCN. Product: [CH3:24][N:26]([CH3:27])[CH2:30][CH2:29][NH:28][C:21]([C:17]1[C:18]2[C:13](=[N:12][C:11]3[C:20]([N:19]=2)=[C:7]2[CH:6]=[CH:5][CH:4]=[C:3]([O:2][CH3:1])[C:8]2=[CH:9][CH:10]=3)[CH:14]=[CH:15][CH:16]=1)=[O:23]. The catalyst class is: 9. (5) Reactant: [OH:1][CH2:2][CH2:3][CH:4]([NH:11][C:12](=[O:18])[O:13][C:14]([CH3:17])([CH3:16])[CH3:15])[C:5]1[CH:10]=[CH:9][CH:8]=[CH:7][CH:6]=1.C(N(CC)CC)C. Product: [C:14]([O:13][C:12](=[O:18])[NH:11][CH:4]([C:5]1[CH:10]=[CH:9][CH:8]=[CH:7][CH:6]=1)[CH2:3][CH:2]=[O:1])([CH3:17])([CH3:15])[CH3:16]. The catalyst class is: 16. (6) Reactant: N[C:2]1[CH:3]=[C:4]([O:13][CH3:14])[CH:5]=[C:6]2[C:11]=1[N:10]=[CH:9][C:8]([I:12])=[CH:7]2.N([O-])=O.[Na+].[NH4+].[OH-].[BrH:21]. The catalyst class is: 6. Product: [Br:21][C:2]1[CH:3]=[C:4]([O:13][CH3:14])[CH:5]=[C:6]2[C:11]=1[N:10]=[CH:9][C:8]([I:12])=[CH:7]2.